From a dataset of Forward reaction prediction with 1.9M reactions from USPTO patents (1976-2016). Predict the product of the given reaction. (1) Given the reactants [C:1]([C:5]1[CH:10]=[CH:9][C:8]([NH:11][C:12](=[O:27])[C:13]2[CH:18]=[CH:17][C:16]([C:19]3[C:24]([CH:25]=O)=[CH:23][CH:22]=[CH:21][N:20]=3)=[CH:15][CH:14]=2)=[CH:7][CH:6]=1)([CH3:4])([CH3:3])[CH3:2].[NH:28]1[CH2:32][CH2:31][CH2:30][CH2:29]1.CC(O)=O, predict the reaction product. The product is: [C:1]([C:5]1[CH:10]=[CH:9][C:8]([NH:11][C:12](=[O:27])[C:13]2[CH:18]=[CH:17][C:16]([C:19]3[C:24]([CH2:25][N:28]4[CH2:32][CH2:31][CH2:30][CH2:29]4)=[CH:23][CH:22]=[CH:21][N:20]=3)=[CH:15][CH:14]=2)=[CH:7][CH:6]=1)([CH3:4])([CH3:3])[CH3:2]. (2) Given the reactants [I:1][C:2]1[CH:13]=[C:12]([C:14]([F:17])([F:16])[F:15])[CH:11]=[CH:10][C:3]=1[O:4][CH2:5][CH:6]([OH:9])[CH2:7][OH:8].N1C=CN=C1.[Si:23](Cl)([C:26]([CH3:29])([CH3:28])[CH3:27])([CH3:25])[CH3:24], predict the reaction product. The product is: [Si:23]([O:8][CH2:7][CH:6]([OH:9])[CH2:5][O:4][C:3]1[CH:10]=[CH:11][C:12]([C:14]([F:16])([F:15])[F:17])=[CH:13][C:2]=1[I:1])([C:26]([CH3:29])([CH3:28])[CH3:27])([CH3:25])[CH3:24]. (3) The product is: [CH2:28]([O:27][CH:21]([CH2:20][C:17]1[CH:16]=[CH:15][C:14]([O:13][CH2:64][CH2:63][CH:61]2[C:62]3[CH:49]=[CH:50][CH:51]=[CH:52][C:53]=3[O:54][C:55]3[C:60]2=[CH:59][CH:58]=[CH:57][CH:56]=3)=[CH:19][CH:18]=1)[C:22]([O:24][CH2:25][CH3:26])=[O:23])[CH3:29]. Given the reactants N(C(OCC)=O)=NC(OCC)=O.[OH:13][C:14]1[CH:19]=[CH:18][C:17]([CH2:20][CH:21]([O:27][CH2:28][CH3:29])[C:22]([O:24][CH2:25][CH3:26])=[O:23])=[CH:16][CH:15]=1.C1(P(C2C=CC=CC=2)C2C=CC=CC=2)C=CC=CC=1.[CH:49]1[C:62]2[CH:61]([CH2:63][CH2:64]O)[C:60]3[C:55](=[CH:56][CH:57]=[CH:58][CH:59]=3)[O:54][C:53]=2[CH:52]=[CH:51][CH:50]=1, predict the reaction product. (4) Given the reactants [C:1]([O:5][C:6]([NH:8][CH:9](P(OC)(OC)=O)[C:10]([O:12][CH3:13])=[O:11])=[O:7])([CH3:4])([CH3:3])[CH3:2].[CH2:20]([O:27][CH:28]1[CH2:31][C:30](=O)[CH2:29]1)[C:21]1[CH:26]=[CH:25][CH:24]=[CH:23][CH:22]=1.N12CCCN=C1CCCCC2, predict the reaction product. The product is: [CH3:13][O:12][C:10](=[O:11])[C:9](=[C:30]1[CH2:31][CH:28]([O:27][CH2:20][C:21]2[CH:26]=[CH:25][CH:24]=[CH:23][CH:22]=2)[CH2:29]1)[NH:8][C:6]([O:5][C:1]([CH3:2])([CH3:3])[CH3:4])=[O:7]. (5) Given the reactants [CH2:1]([N:8]([CH2:23][C:24]1[CH:29]=[CH:28][CH:27]=[CH:26][CH:25]=1)[C:9]1[N:10]=[CH:11][CH:12]=[C:13]2[CH:17]=[C:16]([C:18](OCC)=[O:19])[NH:15][C:14]=12)[C:2]1[CH:7]=[CH:6][CH:5]=[CH:4][CH:3]=1.[H-].[Al+3].[Li+].[H-].[H-].[H-], predict the reaction product. The product is: [CH2:23]([N:8]([CH2:1][C:2]1[CH:7]=[CH:6][CH:5]=[CH:4][CH:3]=1)[C:9]1[N:10]=[CH:11][CH:12]=[C:13]2[CH:17]=[C:16]([CH2:18][OH:19])[NH:15][C:14]=12)[C:24]1[CH:25]=[CH:26][CH:27]=[CH:28][CH:29]=1. (6) Given the reactants [Br:1]Br.[NH:3]1[CH:7]=[CH:6][C:5]([C:8]([OH:10])=[O:9])=[N:4]1.O.C(OCC)C, predict the reaction product. The product is: [Br:1][C:6]1[C:5]([C:8]([OH:10])=[O:9])=[N:4][NH:3][CH:7]=1. (7) Given the reactants Br[C:2]1[CH:7]=[CH:6][C:5]([C:8]2[N:9]=[C:10]3[CH:15]=[CH:14][CH:13]=[C:12]([O:16][CH3:17])[N:11]3[CH:18]=2)=[C:4]([F:19])[CH:3]=1.[C:20]([NH:24][S:25]([C:28]1[CH:33]=[CH:32][CH:31]=[CH:30][C:29]=1B(O)O)(=[O:27])=[O:26])([CH3:23])([CH3:22])[CH3:21], predict the reaction product. The product is: [C:20]([NH:24][S:25]([C:28]1[C:29]([C:2]2[CH:7]=[CH:6][C:5]([C:8]3[N:9]=[C:10]4[CH:15]=[CH:14][CH:13]=[C:12]([O:16][CH3:17])[N:11]4[CH:18]=3)=[C:4]([F:19])[CH:3]=2)=[CH:30][CH:31]=[CH:32][CH:33]=1)(=[O:27])=[O:26])([CH3:23])([CH3:21])[CH3:22].